From a dataset of Full USPTO retrosynthesis dataset with 1.9M reactions from patents (1976-2016). Predict the reactants needed to synthesize the given product. Given the product [CH2:18]([O:1][C:2]1[CH:3]=[CH:4][CH:5]=[C:6]2[C:10]=1[NH:9][CH:8]=[CH:7]2)[CH2:19][CH2:20][CH3:21], predict the reactants needed to synthesize it. The reactants are: [OH:1][C:2]1[CH:3]=[CH:4][CH:5]=[C:6]2[C:10]=1[NH:9][CH:8]=[CH:7]2.C(=O)([O-])[O-].[K+].[K+].I[CH2:18][CH2:19][CH2:20][CH3:21].